From a dataset of Forward reaction prediction with 1.9M reactions from USPTO patents (1976-2016). Predict the product of the given reaction. (1) Given the reactants [H-].[Na+].[OH:3][CH2:4][CH2:5][C:6]1[N:7]([CH2:11][CH2:12][CH2:13][CH2:14][C:15]2[CH:20]=[CH:19][C:18]([OH:21])=[CH:17][CH:16]=2)[CH:8]=[CH:9][N:10]=1.Cl[CH2:23][C:24]1[N:25]=[C:26](/[CH:29]=[CH:30]/[C:31]2[CH:36]=[CH:35][C:34]([Cl:37])=[CH:33][CH:32]=2)[O:27][CH:28]=1.O, predict the reaction product. The product is: [Cl:37][C:34]1[CH:35]=[CH:36][C:31](/[CH:30]=[CH:29]/[C:26]2[O:27][CH:28]=[C:24]([CH2:23][O:21][C:18]3[CH:17]=[CH:16][C:15]([CH2:14][CH2:13][CH2:12][CH2:11][N:7]4[CH:8]=[CH:9][N:10]=[C:6]4[CH2:5][CH2:4][OH:3])=[CH:20][CH:19]=3)[N:25]=2)=[CH:32][CH:33]=1. (2) The product is: [F:23][C:2]([F:24])([F:1])[C:3]1[CH:4]=[C:5]([C:13]2[N:17]=[CH:16][N:15](/[CH:18]=[CH:19]\[C:20]([NH:34][NH:33][C:31]([C:26]3[CH:27]=[N:28][CH:29]=[CH:30][N:25]=3)=[O:32])=[O:21])[N:14]=2)[CH:6]=[C:7]([C:9]([F:12])([F:10])[F:11])[CH:8]=1. Given the reactants [F:1][C:2]([F:24])([F:23])[C:3]1[CH:4]=[C:5]([C:13]2[N:17]=[CH:16][N:15](/[CH:18]=[CH:19]\[C:20](O)=[O:21])[N:14]=2)[CH:6]=[C:7]([C:9]([F:12])([F:11])[F:10])[CH:8]=1.[N:25]1[CH:30]=[CH:29][N:28]=[CH:27][C:26]=1[C:31]([NH:33][NH2:34])=[O:32].C(P1(=O)OP(CCC)(=O)OP(CCC)(=O)O1)CC.CCN(C(C)C)C(C)C, predict the reaction product. (3) Given the reactants [CH3:1][O:2][C:3]1[C:21]([O:22][CH3:23])=[CH:20][C:6]2[N:7]([C:10]3[S:14][C:13]([C:15]([O:17][CH3:18])=[O:16])=[C:12]([OH:19])[CH:11]=3)[CH:8]=[N:9][C:5]=2[CH:4]=1.[Br:24][C:25]1[CH:32]=[CH:31][CH:30]=[CH:29][C:26]=1[CH2:27]Br, predict the reaction product. The product is: [Br:24][C:25]1[CH:32]=[CH:31][CH:30]=[CH:29][C:26]=1[CH2:27][O:19][C:12]1[CH:11]=[C:10]([N:7]2[C:6]3[CH:20]=[C:21]([O:22][CH3:23])[C:3]([O:2][CH3:1])=[CH:4][C:5]=3[N:9]=[CH:8]2)[S:14][C:13]=1[C:15]([O:17][CH3:18])=[O:16]. (4) Given the reactants [H-].[Na+].[N+:3]([C:6]1[CH:7]=[C:8]([NH:12][C:13]2[CH:14]=[N:15][CH:16]=[CH:17][CH:18]=2)[CH:9]=[CH:10][CH:11]=1)([O-:5])=[O:4].[CH3:19]I, predict the reaction product. The product is: [CH3:19][N:12]([C:8]1[CH:9]=[CH:10][CH:11]=[C:6]([N+:3]([O-:5])=[O:4])[CH:7]=1)[C:13]1[CH:14]=[N:15][CH:16]=[CH:17][CH:18]=1.